This data is from Peptide-MHC class I binding affinity with 185,985 pairs from IEDB/IMGT. The task is: Regression. Given a peptide amino acid sequence and an MHC pseudo amino acid sequence, predict their binding affinity value. This is MHC class I binding data. (1) The peptide sequence is AYSSWMYSY. The MHC is HLA-B40:01 with pseudo-sequence HLA-B40:01. The binding affinity (normalized) is 0. (2) The peptide sequence is FPASHMATY. The MHC is HLA-B40:01 with pseudo-sequence HLA-B40:01. The binding affinity (normalized) is 0.0847. (3) The peptide sequence is PTFQLLNMIK. The MHC is HLA-A31:01 with pseudo-sequence HLA-A31:01. The binding affinity (normalized) is 0.128. (4) The peptide sequence is LMYDIINSV. The MHC is HLA-B51:01 with pseudo-sequence HLA-B51:01. The binding affinity (normalized) is 0. (5) The peptide sequence is TLLSRVYQIL. The MHC is Mamu-B03 with pseudo-sequence Mamu-B03. The binding affinity (normalized) is 0.113. (6) The peptide sequence is EIKNRDKIV. The MHC is HLA-A68:01 with pseudo-sequence HLA-A68:01. The binding affinity (normalized) is 0. (7) The MHC is SLA-20401 with pseudo-sequence SLA-20401. The binding affinity (normalized) is 0.0847. The peptide sequence is KSAAIDGEY.